This data is from Reaction yield outcomes from USPTO patents with 853,638 reactions. The task is: Predict the reaction yield, written as a fraction of the theoretical maximum amount of product (1.0 means a 100% yield; for example, 0.34 means a 34% yield). (1) The reactants are [F:1][C:2]1[CH:3]=[C:4]([C:8]2[S:9][C:10]([N:14]([CH3:23])[C:15]([CH:17]3[CH2:22][CH2:21][CH2:20][NH:19][CH2:18]3)=[O:16])=[C:11]([CH3:13])[N:12]=2)[CH:5]=[N:6][CH:7]=1.C(=O)([O-])[O-].[K+].[K+].[CH3:30][CH:31]([CH2:35][CH2:36][CH3:37])[C:32](Cl)=[O:33]. The catalyst is CN(C1C=CN=CC=1)C.ClCCCl.O.ClCCl. The product is [F:1][C:2]1[CH:3]=[C:4]([C:8]2[S:9][C:10]([N:14]([CH3:23])[C:15]([CH:17]3[CH2:22][CH2:21][CH2:20][N:19]([C:32](=[O:33])[CH:31]([CH3:30])[CH2:35][CH2:36][CH3:37])[CH2:18]3)=[O:16])=[C:11]([CH3:13])[N:12]=2)[CH:5]=[N:6][CH:7]=1. The yield is 0.640. (2) The reactants are [F:1][C:2]1[CH:42]=[CH:41][C:5]([CH2:6][N:7]2[C:19](=[O:20])[C:18]3[C:17]([O:21][Si](C(C)C)(C(C)C)C(C)C)=[C:16]4[C:11]([CH:12]=[CH:13][CH:14]=[N:15]4)=[C:10]([O:32][CH3:33])[C:9]=3[C:8]2([OH:40])[C:34]2[CH:39]=[CH:38][CH:37]=[CH:36][CH:35]=2)=[CH:4][CH:3]=1.[F-].C([N+](CCCC)(CCCC)CCCC)CCC. The catalyst is C1COCC1. The product is [F:1][C:2]1[CH:3]=[CH:4][C:5]([CH2:6][N:7]2[C:19](=[O:20])[C:18]3[C:17]([OH:21])=[C:16]4[C:11]([CH:12]=[CH:13][CH:14]=[N:15]4)=[C:10]([O:32][CH3:33])[C:9]=3[C:8]2([OH:40])[C:34]2[CH:39]=[CH:38][CH:37]=[CH:36][CH:35]=2)=[CH:41][CH:42]=1. The yield is 0.760. (3) The reactants are [CH2:1]([O:5][C:6]1[CH:11]=[C:10]([CH3:12])[CH:9]=[CH:8][C:7]=1[NH:13][C:14](=[O:25])[NH:15][C:16]1[S:17][CH:18]=[C:19]([CH2:21][C:22]([OH:24])=O)[N:20]=1)[CH:2]([CH3:4])[CH3:3].[CH3:26][O:27][CH2:28][CH2:29][NH2:30]. No catalyst specified. The product is [CH2:1]([O:5][C:6]1[CH:11]=[C:10]([CH3:12])[CH:9]=[CH:8][C:7]=1[NH:13][C:14](=[O:25])[NH:15][C:16]1[S:17][CH:18]=[C:19]([CH2:21][C:22]([NH:30][CH2:29][CH2:28][O:27][CH3:26])=[O:24])[N:20]=1)[CH:2]([CH3:3])[CH3:4]. The yield is 0.620. (4) The reactants are Br[C:2]1[CH:3]=[C:4]([N:8]2[C:12]3[CH2:13][CH2:14][CH:15]([CH3:16])[C:11]=3[C:10]([C:17]([O:19][CH2:20][CH3:21])=[O:18])=[N:9]2)[CH:5]=[CH:6][CH:7]=1.[C:22]([C@:24]1([OH:31])[CH2:28][CH2:27][N:26]([CH3:29])[C:25]1=[O:30])#[CH:23]. No catalyst specified. The product is [OH:31][C@@:24]1([C:22]#[C:23][C:2]2[CH:3]=[C:4]([N:8]3[C:12]4[CH2:13][CH2:14][CH:15]([CH3:16])[C:11]=4[C:10]([C:17]([O:19][CH2:20][CH3:21])=[O:18])=[N:9]3)[CH:5]=[CH:6][CH:7]=2)[CH2:28][CH2:27][N:26]([CH3:29])[C:25]1=[O:30]. The yield is 0.550.